Task: Predict the reaction yield, written as a fraction of the theoretical maximum amount of product (1.0 means a 100% yield; for example, 0.34 means a 34% yield).. Dataset: Reaction yield outcomes from USPTO patents with 853,638 reactions (1) The reactants are Cl.[NH2:2][CH2:3][CH2:4][O:5][N:6]1[C:14](=[O:15])[C:13]2[C:8](=[CH:9][CH:10]=[CH:11][CH:12]=2)[C:7]1=[O:16].[C:17]([O:21][C:22](=[O:28])[NH:23][S:24](Cl)(=[O:26])=[O:25])([CH3:20])([CH3:19])[CH3:18].C(N(CC)CC)C. The catalyst is C(Cl)Cl. The product is [C:17]([O:21][C:22](=[O:28])[NH:23][S:24](=[O:26])(=[O:25])[NH:2][CH2:3][CH2:4][O:5][N:6]1[C:7](=[O:16])[C:8]2[C:13](=[CH:12][CH:11]=[CH:10][CH:9]=2)[C:14]1=[O:15])([CH3:20])([CH3:18])[CH3:19]. The yield is 0.740. (2) The reactants are [Cl:1][C:2]1[S:6][C:5]([C:7]2[N:11]([C:12]3[CH:17]=[CH:16][C:15]([Cl:18])=[CH:14][C:13]=3[Cl:19])[N:10]=[C:9]([C:20](Cl)=[O:21])[C:8]=2[CH3:23])=[CH:4][CH:3]=1.[Cl:24][C:25]1[CH:33]=[CH:32][C:28]([C:29]([NH2:31])=[O:30])=[CH:27][CH:26]=1.C[Si]([N-][Si](C)(C)C)(C)C.[Li+]. No catalyst specified. The product is [Cl:24][C:25]1[CH:33]=[CH:32][C:28]([C:29]([NH:31][C:20]([C:9]2[C:8]([CH3:23])=[C:7]([C:5]3[S:6][C:2]([Cl:1])=[CH:3][CH:4]=3)[N:11]([C:12]3[CH:17]=[CH:16][C:15]([Cl:18])=[CH:14][C:13]=3[Cl:19])[N:10]=2)=[O:21])=[O:30])=[CH:27][CH:26]=1. The yield is 0.990. (3) The reactants are [NH2:1][C:2]1[CH:7]=[C:6]([C:8]([F:11])([F:10])[F:9])[C:5]([CH2:12][C:13]#[N:14])=[C:4]([Cl:15])[CH:3]=1.C(=O)([O-])[O-].[Ca+2].[C:21](Cl)(Cl)=[S:22].Cl. The catalyst is O.ClCCl. The product is [Cl:15][C:4]1[CH:3]=[C:2]([N:1]=[C:21]=[S:22])[CH:7]=[C:6]([C:8]([F:9])([F:10])[F:11])[C:5]=1[CH2:12][C:13]#[N:14]. The yield is 0.720.